The task is: Binary Classification. Given a drug SMILES string, predict its activity (active/inactive) in a high-throughput screening assay against a specified biological target.. This data is from HIV replication inhibition screening data with 41,000+ compounds from the AIDS Antiviral Screen. The compound is COc1cc2ccc3c4ccccc4cnc3c2cc1OC. The result is 0 (inactive).